Dataset: Reaction yield outcomes from USPTO patents with 853,638 reactions. Task: Predict the reaction yield, written as a fraction of the theoretical maximum amount of product (1.0 means a 100% yield; for example, 0.34 means a 34% yield). (1) The reactants are [CH2:1]([C:6]1[S:7][CH:8]=[CH:9][CH:10]=1)[CH2:2][CH2:3][CH2:4][CH3:5].OC(C(O)(C)C)(C)C.[Li]CCCC.[B:24]([O:33][CH:34]([CH3:36])[CH3:35])([O:29][CH:30]([CH3:32])[CH3:31])OC(C)C. The catalyst is C1COCC1.CCCCCC. The product is [CH3:36][C:34]1([CH3:35])[C:30]([CH3:31])([CH3:32])[O:29][B:24]([C:8]2[S:7][C:6]([CH2:1][CH2:2][CH2:3][CH2:4][CH3:5])=[CH:10][CH:9]=2)[O:33]1. The yield is 0.810. (2) The reactants are [O:1]1[C:5]2[CH:6]=[CH:7][CH:8]=[CH:9][C:4]=2[CH:3]=[C:2]1[C:10]1[C:11]([NH2:17])=[N:12][CH:13]=[C:14]([Br:16])[N:15]=1.[C:18]([O:22][C:23](O[C:23]([O:22][C:18]([CH3:21])([CH3:20])[CH3:19])=[O:24])=[O:24])([CH3:21])([CH3:20])[CH3:19]. The catalyst is CN(C)C1C=CN=CC=1.ClCCl. The product is [O:1]1[C:5]2[CH:6]=[CH:7][CH:8]=[CH:9][C:4]=2[CH:3]=[C:2]1[C:10]1[C:11]([NH:17][C:23](=[O:24])[O:22][C:18]([CH3:21])([CH3:20])[CH3:19])=[N:12][CH:13]=[C:14]([Br:16])[N:15]=1. The yield is 0.980. (3) The reactants are ClCC1C=CC(C#N)=CC=1.Br[CH2:12][C:13]1[CH:18]=[CH:17][CH:16]=[C:15]([F:19])[CH:14]=1.[CH2:20]([NH:27][C:28]([C:30]1[S:34][C:33]([N:35]2[CH2:39][CH2:38][NH:37][C:36]2=[O:40])=[N:32][C:31]=1[CH3:41])=[O:29])[C:21]1[CH:26]=[CH:25][CH:24]=[CH:23][CH:22]=1. No catalyst specified. The product is [CH2:20]([NH:27][C:28]([C:30]1[S:34][C:33]([N:35]2[CH2:39][CH2:38][N:37]([CH2:12][C:13]3[CH:18]=[CH:17][CH:16]=[C:15]([F:19])[CH:14]=3)[C:36]2=[O:40])=[N:32][C:31]=1[CH3:41])=[O:29])[C:21]1[CH:26]=[CH:25][CH:24]=[CH:23][CH:22]=1. The yield is 0.0800. (4) The reactants are [Cl:1][C:2]1[CH:7]=[C:6]([CH2:8][NH:9][C:10]([C@H:12]2[N:16](C(OC(C)(C)C)=O)[C@@H:15]([CH3:24])[C@H:14]([F:25])[CH2:13]2)=[O:11])[C:5]([C:26]([F:29])([F:28])[F:27])=[CH:4][N:3]=1.Cl. The catalyst is O1CCOCC1. The product is [ClH:1].[Cl:1][C:2]1[CH:7]=[C:6]([CH2:8][NH:9][C:10]([C@@H:12]2[CH2:13][C@@H:14]([F:25])[C@H:15]([CH3:24])[NH:16]2)=[O:11])[C:5]([C:26]([F:29])([F:27])[F:28])=[CH:4][N:3]=1. The yield is 0.960. (5) The reactants are O[CH2:2][C:3]1[CH:12]=[N:11][C:10]2[N:9]3[CH2:13][CH2:14][C@H:8]3[C:7](=[O:15])[NH:6][C:5]=2[CH:4]=1.[N:16]1([C:22]2[CH:29]=[CH:28][C:25]([C:26]#[N:27])=[CH:24][CH:23]=2)[CH2:21][CH2:20][NH:19][CH2:18][CH2:17]1.[I-].C(C[P+](C)(C)C)#N.C(N(CC)C(C)C)(C)C. The catalyst is C(#N)CC.CO. The product is [O:15]=[C:7]1[NH:6][C:5]2[CH:4]=[C:3]([CH2:2][N:19]3[CH2:18][CH2:17][N:16]([C:22]4[CH:23]=[CH:24][C:25]([C:26]#[N:27])=[CH:28][CH:29]=4)[CH2:21][CH2:20]3)[CH:12]=[N:11][C:10]=2[N:9]2[CH2:13][CH2:14][C@@H:8]12. The yield is 0.0625. (6) The reactants are [CH3:1][O:2][C:3]1[CH:4]=[C:5]2[C:10](=[CH:11][C:12]=1[O:13][CH3:14])[N:9]=[CH:8][CH:7]=[C:6]2[O:15][C:16]1[CH:22]=[CH:21][C:19]([NH2:20])=[C:18]([CH3:23])[C:17]=1[CH3:24].ClC(Cl)(O[C:29](=[O:35])[O:30][C:31](Cl)(Cl)Cl)Cl.[CH3:37][O:38][C:39]1[CH:44]=[CH:43][CH:42]=[C:41]([O:45][CH3:46])C=1O.C(=O)(O)[O-].[Na+]. The catalyst is C(Cl)Cl.C(N(CC)CC)C.C1(C)C=CC=CC=1. The product is [CH3:1][O:2][C:3]1[CH:4]=[C:5]2[C:10](=[CH:11][C:12]=1[O:13][CH3:14])[N:9]=[CH:8][CH:7]=[C:6]2[O:15][C:16]1[CH:22]=[CH:21][C:19]([NH:20][C:29](=[O:35])[O:30][C:31]2[C:39]([O:38][CH3:37])=[CH:44][CH:43]=[CH:42][C:41]=2[O:45][CH3:46])=[C:18]([CH3:23])[C:17]=1[CH3:24]. The yield is 0.910.